This data is from Catalyst prediction with 721,799 reactions and 888 catalyst types from USPTO. The task is: Predict which catalyst facilitates the given reaction. (1) Reactant: [Cl:1][C:2]1[CH:7]=[C:6]([O:8][C:9]2[CH:14]=[CH:13][C:12]([Cl:15])=[CH:11][CH:10]=2)[CH:5]=[CH:4][C:3]=1[C:16](=[O:23])[CH2:17][N:18]1[CH:22]=[N:21][CH:20]=[N:19]1.[CH2:24]([Mg]Cl)[CH2:25][CH3:26]. Product: [Cl:1][C:2]1[CH:7]=[C:6]([O:8][C:9]2[CH:10]=[CH:11][C:12]([Cl:15])=[CH:13][CH:14]=2)[CH:5]=[CH:4][C:3]=1[C:16]([OH:23])([CH2:24][CH2:25][CH3:26])[CH2:17][N:18]1[CH:22]=[N:21][CH:20]=[N:19]1. The catalyst class is: 410. (2) Reactant: [NH2:1][C:2]1[N:9]=[C:8]([NH2:10])[CH:7]=[CH:6][C:3]=1[C:4]#[N:5].[N-:11]=[N+:12]=[N-:13].[Na+].Cl.C(N(CC)CC)C. Product: [NH3:1].[N:5]1[NH:11][N:12]=[N:13][C:4]=1[C:3]1[C:2]([NH2:1])=[N:9][C:8]([NH2:10])=[CH:7][CH:6]=1. The catalyst class is: 37. (3) Reactant: [CH3:1][O:2][C:3]1[CH:4]=[C:5]2[C:10](=[CH:11][C:12]=1[O:13][CH2:14][CH2:15][CH2:16]Cl)[N:9]=[CH:8][NH:7][C:6]2=[O:18].[NH:19]1[CH2:24][CH2:23][S:22][CH2:21][CH2:20]1.C(O)(CC)C. Product: [CH3:1][O:2][C:3]1[CH:4]=[C:5]2[C:10](=[CH:11][C:12]=1[O:13][CH2:14][CH2:15][CH2:16][N:19]1[CH2:24][CH2:23][S:22][CH2:21][CH2:20]1)[N:9]=[CH:8][NH:7][C:6]2=[O:18]. The catalyst class is: 5. (4) Reactant: Cl[C:2]1[C:7]([CH2:8][NH:9][C:10]2[C:15]([F:16])=[C:14]([O:17][CH3:18])[CH:13]=[C:12]([O:19][CH3:20])[C:11]=2[F:21])=[CH:6][N:5]=[C:4]2[NH:22][CH:23]=[CH:24][C:3]=12.[CH2:25]([O:32][C@@H:33]1[CH2:37][CH2:36][CH2:35][C@H:34]1[NH2:38])[C:26]1[CH:31]=[CH:30][CH:29]=[CH:28][CH:27]=1.C1C=CC(P(C2C=CC3C(=CC=CC=3)C=2C2C3C(=CC=CC=3)C=CC=2P(C2C=CC=CC=2)C2C=CC=CC=2)C2C=CC=CC=2)=CC=1.C(=O)([O-])[O-].[Cs+].[Cs+].O1CCOCC1. Product: [CH2:25]([O:32][C@@H:33]1[CH2:37][CH2:36][CH2:35][C@H:34]1[NH:38][C:2]1[C:3]2[CH:24]=[CH:23][NH:22][C:4]=2[N:5]=[CH:6][C:7]=1[CH2:8][NH:9][C:10]1[C:15]([F:16])=[C:14]([O:17][CH3:18])[CH:13]=[C:12]([O:19][CH3:20])[C:11]=1[F:21])[C:26]1[CH:31]=[CH:30][CH:29]=[CH:28][CH:27]=1. The catalyst class is: 167. (5) Reactant: C1COCC1.[CH:6]1([C:9]2[CH:14]=[C:13]([C:15](OCC)=[O:16])[CH:12]=[C:11]([O:20][CH2:21][CH3:22])[C:10]=2[C:23]2[CH:28]=[CH:27][C:26]([F:29])=[CH:25][CH:24]=2)[CH2:8][CH2:7]1.[H-].[Al+3].[Li+].[H-].[H-].[H-].[OH-].[Na+]. Product: [CH:6]1([C:9]2[CH:14]=[C:13]([CH:15]=[O:16])[CH:12]=[C:11]([O:20][CH2:21][CH3:22])[C:10]=2[C:23]2[CH:24]=[CH:25][C:26]([F:29])=[CH:27][CH:28]=2)[CH2:8][CH2:7]1. The catalyst class is: 6.